Task: Predict the reactants needed to synthesize the given product.. Dataset: Full USPTO retrosynthesis dataset with 1.9M reactions from patents (1976-2016) Given the product [Br:39][C:40]1[CH:45]=[C:44]([C:46]#[C:47][C:6]2[CH:5]=[C:4]([S:9]([CH3:12])(=[O:11])=[O:10])[N:3]([CH2:1][CH3:2])[CH:7]=2)[CH:43]=[CH:42][C:41]=1[F:48], predict the reactants needed to synthesize it. The reactants are: [CH2:1]([N:3]1[CH:7]=[C:6](I)[CH:5]=[C:4]1[S:9]([CH3:12])(=[O:11])=[O:10])[CH3:2].C1(P(C2C=CC=CC=2)C2C=CC=CC=2)C=CC=CC=1.C(N(CC)CC)C.[Br:39][C:40]1[CH:45]=[C:44]([C:46]#[CH:47])[CH:43]=[CH:42][C:41]=1[F:48].